Dataset: Full USPTO retrosynthesis dataset with 1.9M reactions from patents (1976-2016). Task: Predict the reactants needed to synthesize the given product. (1) Given the product [Cl:9][C:3]1[CH:4]=[C:5]([OH:8])[CH:6]=[CH:7][C:2]=1[S:11]([CH3:10])(=[O:13])=[O:12], predict the reactants needed to synthesize it. The reactants are: Br[C:2]1[CH:7]=[CH:6][C:5]([OH:8])=[CH:4][C:3]=1[Cl:9].[CH3:10][S:11]([O-:13])=[O:12].[Na+].CNCCNC. (2) The reactants are: [OH:1][C:2]([CH3:22])([CH3:21])[CH2:3][C:4]1[CH:9]=[CH:8][C:7]([NH:10]C(=O)OCC2C=CC=CC=2)=[CH:6][CH:5]=1. Given the product [NH2:10][C:7]1[CH:6]=[CH:5][C:4]([CH2:3][C:2]([CH3:22])([OH:1])[CH3:21])=[CH:9][CH:8]=1, predict the reactants needed to synthesize it. (3) Given the product [OH:65][C:56]1([C:59]2[CH:64]=[CH:63][CH:62]=[CH:61][CH:60]=2)[CH2:55][CH2:54][N:53]([C:50]2[CH:49]=[CH:48][CH:47]=[CH:52][N:51]=2)[CH2:58][CH2:57]1, predict the reactants needed to synthesize it. The reactants are: CC1SC(NC(C2C=CC(N3CCC(C4C=CC=C(C(F)(F)F)C=4)CC3)=NC=2)=O)=NC=1C1C=CC=CC=1.CC1SC(NC([C:47]2[CH:48]=[CH:49][C:50]([N:53]3[CH2:58][CH2:57][C:56]([OH:65])([C:59]4[CH:64]=[CH:63][CH:62]=[CH:61][CH:60]=4)[CH2:55][CH2:54]3)=[N:51][CH:52]=2)=O)=NC=1C1C=CC=CC=1.ClC1C=CC(C(NC2SC(C)=C(C3C=CC=CC=3)N=2)=O)=CN=1.C1(C2(O)CCNCC2)C=CC=CC=1. (4) Given the product [Cl:31][C:30]1[C:25]2[B:26]([OH:29])[O:27][CH2:28][C:24]=2[CH:23]=[CH:22][C:21]=1[O:20][CH2:19][C:16]([NH:15][C:8](=[O:10])[C:7]1[CH:6]=[CH:5][C:4]([S:3][C:2]([F:1])([F:14])[F:13])=[CH:12][CH:11]=1)([C:17]#[N:18])[CH3:32], predict the reactants needed to synthesize it. The reactants are: [F:1][C:2]([F:14])([F:13])[S:3][C:4]1[CH:12]=[CH:11][C:7]([C:8]([OH:10])=O)=[CH:6][CH:5]=1.[NH2:15][C:16]([CH3:32])([CH2:19][O:20][C:21]1[CH:22]=[CH:23][C:24]2[CH2:28][O:27][B:26]([OH:29])[C:25]=2[C:30]=1[Cl:31])[C:17]#[N:18].CCN(C(C)C)C(C)C. (5) Given the product [C:24]1([C:27]2[CH:28]=[CH:29][CH:30]=[CH:31][CH:32]=2)[CH:23]=[CH:22][C:21]([C@H:10]2[C@H:11]([NH:14][S:15]([CH:18]([CH3:20])[CH3:19])(=[O:17])=[O:16])[CH2:12][CH2:13][NH:8][CH2:9]2)=[CH:26][CH:25]=1, predict the reactants needed to synthesize it. The reactants are: C(OC([N:8]1[CH2:13][CH2:12][C@@H:11]([NH:14][S:15]([CH:18]([CH3:20])[CH3:19])(=[O:17])=[O:16])[C@H:10]([C:21]2[CH:26]=[CH:25][C:24]([C:27]3[CH:32]=[CH:31][CH:30]=[CH:29][CH:28]=3)=[CH:23][CH:22]=2)[CH2:9]1)=O)(C)(C)C.C(O)(C(F)(F)F)=O. (6) Given the product [ClH:57].[O:24]1[C:33]2[CH:32]=[C:31]([CH2:34][NH:1][CH2:2][C@@H:3]3[C@H:7]([OH:8])[CH2:6][N:5]([CH2:9][CH2:10][N:11]4[C:20]5[C:15](=[CH:16][CH:17]=[C:18]([O:21][CH3:22])[CH:19]=5)[CH:14]=[CH:13][C:12]4=[O:23])[CH2:4]3)[N:30]=[CH:29][C:28]=2[O:27][CH2:26][CH2:25]1, predict the reactants needed to synthesize it. The reactants are: [NH2:1][CH2:2][C@@H:3]1[C@H:7]([OH:8])[CH2:6][N:5]([CH2:9][CH2:10][N:11]2[C:20]3[C:15](=[CH:16][CH:17]=[C:18]([O:21][CH3:22])[CH:19]=3)[CH:14]=[CH:13][C:12]2=[O:23])[CH2:4]1.[O:24]1[C:33]2[CH:32]=[C:31]([CH:34]=O)[N:30]=[CH:29][C:28]=2[O:27][CH2:26][CH2:25]1.C(=O)([O-])[O-].[Na+].[Na+].C(O[BH-](OC(=O)C)OC(=O)C)(=O)C.[Na+].C(Cl)[Cl:57]. (7) Given the product [CH2:1]([N:8]1[C:16]2[C:11](=[CH:12][C:13]([NH:17][C:18]3[CH:23]=[CH:22][C:21]([Cl:24])=[CH:20][C:19]=3[C:25]([O:27][CH3:28])=[O:26])=[CH:14][CH:15]=2)[CH:10]=[C:9]1[CH2:29][OH:30])[C:2]1[CH:7]=[CH:6][CH:5]=[CH:4][CH:3]=1, predict the reactants needed to synthesize it. The reactants are: [CH2:1]([N:8]1[C:16]2[C:11](=[CH:12][C:13]([NH:17][C:18]3[CH:23]=[CH:22][C:21]([Cl:24])=[CH:20][C:19]=3[C:25]([O:27][CH3:28])=[O:26])=[CH:14][CH:15]=2)[CH:10]=[C:9]1[C:29](O)=[O:30])[C:2]1[CH:7]=[CH:6][CH:5]=[CH:4][CH:3]=1.[BH4-].[Na+].C(OCC)(=O)C.O.